From a dataset of Peptide-MHC class I binding affinity with 185,985 pairs from IEDB/IMGT. Regression. Given a peptide amino acid sequence and an MHC pseudo amino acid sequence, predict their binding affinity value. This is MHC class I binding data. (1) The peptide sequence is GSFVRTVSL. The MHC is HLA-A02:01 with pseudo-sequence HLA-A02:01. The binding affinity (normalized) is 0. (2) The peptide sequence is TSAPDTRPA. The MHC is HLA-A02:03 with pseudo-sequence HLA-A02:03. The binding affinity (normalized) is 0.353. (3) The peptide sequence is VSLATKRL. The MHC is H-2-Kb with pseudo-sequence H-2-Kb. The binding affinity (normalized) is 0.594. (4) The peptide sequence is WVSRFGERK. The MHC is HLA-A24:03 with pseudo-sequence HLA-A24:03. The binding affinity (normalized) is 0.0847. (5) The peptide sequence is RRFFPYYVY. The MHC is HLA-B27:10 with pseudo-sequence YHTEYREICAKTDEDTLYLNYHDYTWAELAYEWY. The binding affinity (normalized) is 0.0472. (6) The peptide sequence is MFINDVHAL. The MHC is HLA-A23:01 with pseudo-sequence HLA-A23:01. The binding affinity (normalized) is 0.728. (7) The peptide sequence is AQIDNYNKF. The MHC is HLA-A29:02 with pseudo-sequence HLA-A29:02. The binding affinity (normalized) is 0. (8) The peptide sequence is AFEFINSLLK. The MHC is H-2-Dd with pseudo-sequence H-2-Dd. The binding affinity (normalized) is 0. (9) The peptide sequence is RSVWIPGRW. The MHC is HLA-A26:01 with pseudo-sequence HLA-A26:01. The binding affinity (normalized) is 0.0847. (10) The peptide sequence is YLPAIVREA. The MHC is HLA-A02:17 with pseudo-sequence HLA-A02:17. The binding affinity (normalized) is 0.571.